Dataset: Forward reaction prediction with 1.9M reactions from USPTO patents (1976-2016). Task: Predict the product of the given reaction. Given the reactants [Cl:1][CH2:2][CH2:3][C:4]1[CH:12]=[CH:11][C:7]([C:8](O)=[O:9])=[CH:6][CH:5]=1.C1N=CN(C(N2C=NC=C2)=O)C=1.[BH4-].[Na+], predict the reaction product. The product is: [Cl:1][CH2:2][CH2:3][C:4]1[CH:12]=[CH:11][C:7]([CH2:8][OH:9])=[CH:6][CH:5]=1.